This data is from Forward reaction prediction with 1.9M reactions from USPTO patents (1976-2016). The task is: Predict the product of the given reaction. (1) Given the reactants [CH2:1]([O:3][C:4](=[O:17])[C@H:5]([OH:16])[C@H:6]([NH2:15])[CH2:7][C:8]1[CH:13]=[CH:12][CH:11]=[CH:10][C:9]=1[Cl:14])[CH3:2].[ClH:18].[CH2:19](O)[CH2:20]CC, predict the reaction product. The product is: [CH2:1]([O:3][C:4](=[O:17])[C@H:5]([OH:16])[C@H:6]([NH2:15])[CH2:7][C:8]1[CH:13]=[CH:12][CH:11]=[CH:10][C:9]=1[Cl:14])[CH2:2][CH2:19][CH3:20].[ClH:18]. (2) The product is: [C:1]([O:5][C:6](=[O:16])[NH:7][C@H:8]1[CH2:13][CH2:12][C@@H:11]([CH2:14][NH:48][C:49]([O:51][CH2:52][C:30]2[CH:31]=[CH:32][CH:33]=[CH:34][CH:35]=2)=[O:50])[CH2:10][CH2:9]1)([CH3:4])([CH3:3])[CH3:2]. Given the reactants [C:1]([O:5][C:6](=[O:16])[NH:7][C@H:8]1[CH2:13][CH2:12][C@@H:11]([CH2:14]O)[CH2:10][CH2:9]1)([CH3:4])([CH3:3])[CH3:2].[C:30]1(P([C:30]2[CH:35]=[CH:34][CH:33]=[CH:32][CH:31]=2)[C:30]2[CH:35]=[CH:34][CH:33]=[CH:32][CH:31]=2)[CH:35]=[CH:34][CH:33]=[CH:32][CH:31]=1.C1(=O)NC(=O)C2=CC=CC=C12.[N:48]([C:49]([O:51][CH2:52]C)=[O:50])=[N:48][C:49]([O:51][CH2:52]C)=[O:50].O.NN.C(N(CC)CC)C.C([O-])(O)=O.[Na+], predict the reaction product.